Dataset: Peptide-MHC class II binding affinity with 134,281 pairs from IEDB. Task: Regression. Given a peptide amino acid sequence and an MHC pseudo amino acid sequence, predict their binding affinity value. This is MHC class II binding data. (1) The peptide sequence is EVQKVSQPATGAATV. The MHC is DRB1_0101 with pseudo-sequence DRB1_0101. The binding affinity (normalized) is 0.519. (2) The peptide sequence is RQGIFQTVGSGLDHI. The MHC is DRB1_1101 with pseudo-sequence DRB1_1101. The binding affinity (normalized) is 0.206. (3) The peptide sequence is NVFDEVIPTAFTVGK. The MHC is HLA-DQA10104-DQB10503 with pseudo-sequence HLA-DQA10104-DQB10503. The binding affinity (normalized) is 0.263. (4) The peptide sequence is KSIIIPFIAYFVLMH. The MHC is DRB1_0401 with pseudo-sequence DRB1_0401. The binding affinity (normalized) is 0.480. (5) The peptide sequence is DIKVQFQSGGANSPALYLLD. The MHC is DRB1_1201 with pseudo-sequence DRB1_1201. The binding affinity (normalized) is 0.372. (6) The peptide sequence is IPTLAAQFPFNASDS. The MHC is DRB1_0405 with pseudo-sequence DRB1_0405. The binding affinity (normalized) is 0.378. (7) The peptide sequence is RLEDEMKEGRYEVRA. The MHC is DRB1_0701 with pseudo-sequence DRB1_0701. The binding affinity (normalized) is 0.0936.